Dataset: Catalyst prediction with 721,799 reactions and 888 catalyst types from USPTO. Task: Predict which catalyst facilitates the given reaction. (1) Reactant: [Cl:1][C:2]1[CH:20]=[CH:19][C:18]([F:21])=[CH:17][C:3]=1[CH2:4][C:5]1[C:6](I)=[N:7][N:8]2[CH:13]=[CH:12][N:11]([CH3:14])[C:10](=[O:15])[C:9]=12.[C:22]1([C:28](=[N:35][CH2:36][CH:37]2[NH:41][C:40](=[O:42])[CH2:39][CH2:38]2)[C:29]2[CH:34]=[CH:33][CH:32]=[CH:31][CH:30]=2)[CH:27]=[CH:26][CH:25]=[CH:24][CH:23]=1.P([O-])([O-])([O-])=O.[K+].[K+].[K+].CNCCNC. Product: [Cl:1][C:2]1[CH:20]=[CH:19][C:18]([F:21])=[CH:17][C:3]=1[CH2:4][C:5]1[C:6]([N:41]2[C:40](=[O:42])[CH2:39][CH2:38][CH:37]2[CH2:36][N:35]=[C:28]([C:29]2[CH:34]=[CH:33][CH:32]=[CH:31][CH:30]=2)[C:22]2[CH:23]=[CH:24][CH:25]=[CH:26][CH:27]=2)=[N:7][N:8]2[CH:13]=[CH:12][N:11]([CH3:14])[C:10](=[O:15])[C:9]=12. The catalyst class is: 321. (2) Reactant: [CH:1]([C:3]1[NH:7][C:6]([C:8]([OH:10])=O)=[CH:5][C:4]=1[CH3:11])=[O:2].[NH2:12][CH2:13][CH2:14][N:15]1[CH2:20][CH2:19][O:18][CH2:17][CH2:16]1.C(Cl)CCl.C1C=CC2N(O)N=NC=2C=1.C(N(CC)CC)C. Product: [N:15]1([CH2:14][CH2:13][NH:12][C:8]([C:6]2[NH:7][C:3]([CH:1]=[O:2])=[C:4]([CH3:11])[CH:5]=2)=[O:10])[CH2:20][CH2:19][O:18][CH2:17][CH2:16]1. The catalyst class is: 10. (3) Reactant: [CH2:1]([O:8][C:9]1[C:14]2[CH2:15][CH2:16][O:17][C:13]=2[CH:12]=[C:11]([CH:18]=[C:19]([C:25]#[N:26])[C:20](OCC)=[O:21])[CH:10]=1)[C:2]1[CH:7]=[CH:6][CH:5]=[CH:4][CH:3]=1.C(O)(=O)C.[CH:31]([NH2:33])=[NH:32].C([O-])([O-])=O.[K+].[K+].CCO. Product: [CH2:1]([O:8][C:9]1[C:14]2[CH2:15][CH2:16][O:17][C:13]=2[CH:12]=[C:11]([C:18]2[C:19]([C:25]#[N:26])=[C:20]([OH:21])[N:33]=[CH:31][N:32]=2)[CH:10]=1)[C:2]1[CH:3]=[CH:4][CH:5]=[CH:6][CH:7]=1. The catalyst class is: 6. (4) Reactant: [F:1][C:2]1[CH:7]=[CH:6][C:5]([C:8]2[C:17]([N:18]3[C:27]4[C:22](=[CH:23][CH:24]=[CH:25][CH:26]=4)[CH2:21][CH2:20][CH2:19]3)=[N:16][C:15]3[C:10](=[CH:11][CH:12]=[C:13]([C:28]([O:30][CH3:31])=[O:29])[CH:14]=3)[N:9]=2)=[CH:4][CH:3]=1.C1C(=O)N([Br:39])C(=O)C1.O. Product: [Br:39][C:24]1[CH:23]=[C:22]2[C:27](=[CH:26][CH:25]=1)[N:18]([C:17]1[C:8]([C:5]3[CH:6]=[CH:7][C:2]([F:1])=[CH:3][CH:4]=3)=[N:9][C:10]3[C:15]([N:16]=1)=[CH:14][C:13]([C:28]([O:30][CH3:31])=[O:29])=[CH:12][CH:11]=3)[CH2:19][CH2:20][CH2:21]2. The catalyst class is: 9. (5) Reactant: C([O:3][C:4](=[O:44])[CH:5]([C:10]1[CH:11]=[C:12]([C:34]2[CH:39]=[CH:38][C:37]([C:40]([F:43])([F:42])[F:41])=[CH:36][CH:35]=2)[CH:13]=[C:14]([CH:16]2[CH2:21][CH2:20][N:19]([CH2:22][C:23]3[CH:28]=[C:27]([C:29]([F:32])([F:31])[F:30])[CH:26]=[C:25]([F:33])[CH:24]=3)[CH2:18][CH2:17]2)[CH:15]=1)[CH2:6][CH:7]([CH3:9])[CH3:8])C.[OH-].[Na+]. Product: [F:33][C:25]1[CH:24]=[C:23]([CH:28]=[C:27]([C:29]([F:32])([F:30])[F:31])[CH:26]=1)[CH2:22][N:19]1[CH2:18][CH2:17][CH:16]([C:14]2[CH:15]=[C:10]([CH:5]([CH2:6][CH:7]([CH3:9])[CH3:8])[C:4]([OH:44])=[O:3])[CH:11]=[C:12]([C:34]3[CH:35]=[CH:36][C:37]([C:40]([F:43])([F:42])[F:41])=[CH:38][CH:39]=3)[CH:13]=2)[CH2:21][CH2:20]1. The catalyst class is: 5. (6) Reactant: [Cl:1][C:2]1[CH:3]=[C:4]([S:9][C:10]2[NH:11][C:12]3[C:17]([N:18]=2)=[C:16]([NH2:19])[N:15]=[CH:14][N:13]=3)[CH:5]=[C:6]([Cl:8])[CH:7]=1.C([O-])([O-])=O.[Cs+].[Cs+].BrCCCCCC[C:33]1[CH:41]=[CH:40][CH:39]=[C:35]([C:36](N)=[O:37])[C:34]=1[C:42]([NH2:44])=[O:43]. Product: [NH2:19][C:16]1[N:15]=[CH:14][N:13]=[C:12]2[C:17]=1[N:18]=[C:10]([S:9][C:4]1[CH:3]=[C:2]([Cl:1])[CH:7]=[C:6]([Cl:8])[CH:5]=1)[N:11]2[CH2:4][CH2:3][CH2:2][CH2:7][CH2:6][CH2:5][N:44]1[C:42](=[O:43])[C:34]2[C:35](=[CH:39][CH:40]=[CH:41][CH:33]=2)[C:36]1=[O:37]. The catalyst class is: 3. (7) Reactant: [CH2:1]([N:8]1[CH:13]2[CH2:14][CH2:15][CH:9]1[CH2:10][CH:11](OS(C)(=O)=O)[CH2:12]2)[C:2]1[CH:7]=[CH:6][CH:5]=[CH:4][CH:3]=1.[N-:21]=[N+:22]=[N-:23].[Na+].O. Product: [N:21]([CH:11]1[CH2:10][CH:9]2[N:8]([CH2:1][C:2]3[CH:7]=[CH:6][CH:5]=[CH:4][CH:3]=3)[CH:13]([CH2:14][CH2:15]2)[CH2:12]1)=[N+:22]=[N-:23]. The catalyst class is: 3. (8) Reactant: NO.[NH:3]([C:5]([C:7]1[N:12]=[N:11][C:10]([C:13]([N:15]2[CH2:20][CH2:19][N:18]([C:21]([O:23][C:24]([CH3:27])([CH3:26])[CH3:25])=[O:22])[CH2:17][CH2:16]2)=[O:14])=[CH:9][C:8]=1[CH2:28][C:29]1[C:38]2[C:33](=[CH:34][CH:35]=[CH:36][CH:37]=2)[CH:32]=[CH:31][CH:30]=1)=[O:6])N. Product: [OH:14][CH2:13][C@@H:10]([NH:3][C:5]([C:7]1[N:12]=[N:11][C:10]([C:13]([N:15]2[CH2:20][CH2:19][N:18]([C:21]([O:23][C:24]([CH3:27])([CH3:26])[CH3:25])=[O:22])[CH2:17][CH2:16]2)=[O:14])=[CH:9][C:8]=1[CH2:28][C:29]1[C:38]2[C:33](=[CH:34][CH:35]=[CH:36][CH:37]=2)[CH:32]=[CH:31][CH:30]=1)=[O:6])[CH2:9][CH:8]([CH3:28])[CH3:7]. The catalyst class is: 828.